This data is from Full USPTO retrosynthesis dataset with 1.9M reactions from patents (1976-2016). The task is: Predict the reactants needed to synthesize the given product. (1) Given the product [ClH:1].[CH2:17]([O:19][C:23]([C:22]1[CH:21]=[N:20][N:16]2[C:17](=[O:19])[CH:18]=[C:13]([C:9]3[CH:8]=[C:7]4[C:12](=[CH:11][CH:10]=3)[N:4]([CH2:2][CH3:3])[N:5]=[CH:6]4)[NH:14][C:15]=12)=[NH:24])[C:18]#[CH:13], predict the reactants needed to synthesize it. The reactants are: [ClH:1].[CH2:2]([N:4]1[C:12]2[C:7](=[CH:8][C:9]([C:13]3[NH:14][C:15]4[N:16]([N:20]=[CH:21][C:22]=4[C:23]#[N:24])[C:17](=[O:19])[CH:18]=3)=[CH:10][CH:11]=2)[CH:6]=[N:5]1)[CH3:3]. (2) Given the product [CH3:22][O:21][C:16]1[CH:17]=[C:18]2[C:13](=[CH:14][CH:15]=1)[CH:12]=[C:11]([N:7]1[C:8]([CH3:10])=[CH:9][C:5]([O:4][CH2:3][CH2:2][N:23]3[CH2:28][CH2:27][O:26][CH2:25][CH2:24]3)=[N:6]1)[CH:20]=[CH:19]2, predict the reactants needed to synthesize it. The reactants are: Cl[CH2:2][CH2:3][O:4][C:5]1[CH:9]=[C:8]([CH3:10])[N:7]([C:11]2[CH:20]=[CH:19][C:18]3[C:13](=[CH:14][CH:15]=[C:16]([O:21][CH3:22])[CH:17]=3)[CH:12]=2)[N:6]=1.[NH:23]1[CH2:28][CH2:27][O:26][CH2:25][CH2:24]1. (3) Given the product [O:8]=[C:4]1[CH:3]=[C:2]([O:1][CH:14]2[CH2:19][CH2:18][N:17]([C:20]([O:22][C:23]([CH3:26])([CH3:25])[CH3:24])=[O:21])[CH2:16][CH2:15]2)[CH:7]=[CH:6][NH:5]1, predict the reactants needed to synthesize it. The reactants are: [OH:1][C:2]1[CH:7]=[CH:6][NH:5][C:4](=[O:8])[CH:3]=1.CS(O[CH:14]1[CH2:19][CH2:18][N:17]([C:20]([O:22][C:23]([CH3:26])([CH3:25])[CH3:24])=[O:21])[CH2:16][CH2:15]1)(=O)=O.C([O-])([O-])=O.[K+].[K+].CS(C)=O.